The task is: Regression. Given a peptide amino acid sequence and an MHC pseudo amino acid sequence, predict their binding affinity value. This is MHC class II binding data.. This data is from Peptide-MHC class II binding affinity with 134,281 pairs from IEDB. (1) The peptide sequence is GGVYATRSSAVRLRS. The MHC is DRB1_1001 with pseudo-sequence DRB1_1001. The binding affinity (normalized) is 0.00385. (2) The peptide sequence is EAEPPFGESNIVIGI. The MHC is DRB1_1101 with pseudo-sequence DRB1_1101. The binding affinity (normalized) is 0.0440. (3) The peptide sequence is RYANPIAFFRKEPLK. The MHC is DRB1_1201 with pseudo-sequence DRB1_1201. The binding affinity (normalized) is 0.455. (4) The peptide sequence is AYKTAEGATPEAKYD. The MHC is DRB1_0405 with pseudo-sequence DRB1_0405. The binding affinity (normalized) is 0.565. (5) The peptide sequence is EEIITLNSYGSFQEF. The MHC is DRB1_0101 with pseudo-sequence DRB1_0101. The binding affinity (normalized) is 0.843. (6) The peptide sequence is CPKYVRSAKLRMVTGLRNIPS. The MHC is DRB1_1101 with pseudo-sequence DRB1_1101. The binding affinity (normalized) is 0.397. (7) The peptide sequence is GTMAGCGYLMFLGGV. The MHC is DRB1_0901 with pseudo-sequence DRB1_0901. The binding affinity (normalized) is 0.358. (8) The peptide sequence is HLKRYYGRILHYLKA. The MHC is DRB1_0101 with pseudo-sequence DRB1_0101. The binding affinity (normalized) is 0.699. (9) The peptide sequence is IRNPLSRNSTHEMYY. The MHC is HLA-DQA10102-DQB10501 with pseudo-sequence HLA-DQA10102-DQB10501. The binding affinity (normalized) is 0.575.